Dataset: Reaction yield outcomes from USPTO patents with 853,638 reactions. Task: Predict the reaction yield, written as a fraction of the theoretical maximum amount of product (1.0 means a 100% yield; for example, 0.34 means a 34% yield). (1) The reactants are [C:1]([C:3]1[CH:11]=[CH:10][C:6]([C:7]([OH:9])=O)=[C:5]([F:12])[CH:4]=1)#[N:2].[CH2:13]([NH:15][CH2:16][CH3:17])[CH3:14].CN(C(ON1N=NC2C=CC=NC1=2)=[N+](C)C)C.F[P-](F)(F)(F)(F)F.C(N(C(C)C)CC)(C)C. The catalyst is CN(C=O)C.CCOC(C)=O. The product is [C:1]([C:3]1[CH:11]=[CH:10][C:6]([C:7]([N:15]([CH2:16][CH3:17])[CH2:13][CH3:14])=[O:9])=[C:5]([F:12])[CH:4]=1)#[N:2]. The yield is 0.750. (2) The reactants are [ClH:1].[CH2:2]([N:9]1[CH2:14][CH2:13][CH:12]([C:15]#[N:16])[CH2:11][CH2:10]1)[C:3]1[CH:8]=[CH:7][CH:6]=[CH:5][CH:4]=1.[CH3:17][OH:18]. No catalyst specified. The product is [ClH:1].[CH3:17][O:18][C:15]([CH:12]1[CH2:13][CH2:14][N:9]([CH2:2][C:3]2[CH:8]=[CH:7][CH:6]=[CH:5][CH:4]=2)[CH2:10][CH2:11]1)=[NH:16]. The yield is 1.13. (3) The reactants are [CH2:1]([CH2:3][NH2:4])[OH:2].CS(O[CH2:10][CH2:11][C:12]1[CH:13]=[CH:14][CH:15]=[C:16]2[C:20]=1[NH:19][CH:18]=[CH:17]2)(=O)=O. The catalyst is C(O)C.C(OCC)(=O)C. The product is [OH:2][CH2:1][CH2:3][NH:4][CH2:10][CH2:11][C:12]1[CH:13]=[CH:14][CH:15]=[C:16]2[C:20]=1[NH:19][CH:18]=[CH:17]2. The yield is 0.850. (4) The reactants are [CH:1]1[C:10]2[C:5](=[CH:6][CH:7]=[CH:8][CH:9]=2)[CH:4]=[C:3]([C:11]2[NH:15][C:14]3[CH:16]=[CH:17][CH:18]=[C:19]([C:20](O)=[O:21])[C:13]=3[N:12]=2)[N:2]=1.CN(C(ON1N=NC2C=CC=CC1=2)=[N+](C)C)C.F[P-](F)(F)(F)(F)F.[C:47]1([C:53]2[N:54]=[C:55]([NH2:58])[NH:56][CH:57]=2)[CH:52]=[CH:51][CH:50]=[CH:49][CH:48]=1. No catalyst specified. The product is [C:47]1([C:53]2[N:54]=[C:55]([NH:58][C:20]([C:19]3[C:13]4[N:12]=[C:11]([C:3]5[N:2]=[CH:1][C:10]6[C:5]([CH:4]=5)=[CH:6][CH:7]=[CH:8][CH:9]=6)[NH:15][C:14]=4[CH:16]=[CH:17][CH:18]=3)=[O:21])[NH:56][CH:57]=2)[CH:48]=[CH:49][CH:50]=[CH:51][CH:52]=1. The yield is 0.175. (5) The reactants are [NH2:1][C:2]1[CH:30]=[CH:29][C:5]([O:6][C:7]2[C:16]3[C:11](=[CH:12][C:13]([O:19][CH2:20][C@H:21]([OH:28])[CH2:22][N:23]([CH2:26][CH3:27])[CH2:24][CH3:25])=[C:14]([C:17]#[N:18])[CH:15]=3)[N:10]=[CH:9][CH:8]=2)=[CH:4][CH:3]=1.[S:31]1[CH:35]=[CH:34][N:33]=[C:32]1[NH:36][C:37](=O)[O:38]C1C=CC=CC=1.O.C(OCC)(=O)C.O1CCCC1. The catalyst is CS(C)=O. The product is [C:17]([C:14]1[CH:15]=[C:16]2[C:11](=[CH:12][C:13]=1[O:19][CH2:20][C@H:21]([OH:28])[CH2:22][N:23]([CH2:26][CH3:27])[CH2:24][CH3:25])[N:10]=[CH:9][CH:8]=[C:7]2[O:6][C:5]1[CH:4]=[CH:3][C:2]([NH:1][C:37]([NH:36][C:32]2[S:31][CH:35]=[CH:34][N:33]=2)=[O:38])=[CH:30][CH:29]=1)#[N:18]. The yield is 0.545. (6) The reactants are C([O:3][P:4]([CH2:9][CH2:10][N:11]1[CH2:19][CH2:18][CH2:17][NH:16][C:15]2[C:14](=[O:20])[C:13](=[O:21])[C:12]1=2)(=[O:8])[O:5]CC)C.C[Si](Br)(C)C.O. The catalyst is C(#N)C. The product is [CH2:18]1[CH2:19][N:11]([CH2:10][CH2:9][P:4]([OH:5])([OH:8])=[O:3])[C:12]2=[C:13]([OH:21])[C:14](=[O:20])[C:15]2=[N:16][CH2:17]1. The yield is 0.760.